From a dataset of Forward reaction prediction with 1.9M reactions from USPTO patents (1976-2016). Predict the product of the given reaction. (1) Given the reactants [NH2:1][C:2]1[N:3]=[C:4]([C:15]2[S:24][C:23]3[C:22]4[CH:25]=[CH:26][C:27]([C:29]([OH:31])=O)=[CH:28][C:21]=4[O:20][CH2:19][CH2:18][C:17]=3[CH:16]=2)[N:5]([C:7]2[CH:12]=[CH:11][C:10]([F:13])=[CH:9][C:8]=2[F:14])[N:6]=1.Cl.[CH3:33][NH2:34], predict the reaction product. The product is: [NH2:1][C:2]1[N:3]=[C:4]([C:15]2[S:24][C:23]3[C:22]4[CH:25]=[CH:26][C:27]([C:29]([NH:34][CH3:33])=[O:31])=[CH:28][C:21]=4[O:20][CH2:19][CH2:18][C:17]=3[CH:16]=2)[N:5]([C:7]2[CH:12]=[CH:11][C:10]([F:13])=[CH:9][C:8]=2[F:14])[N:6]=1. (2) Given the reactants C(=O)([O-])[O-].[K+].[K+].C([O:10][C:11]1[CH:16]=[CH:15][CH:14]=[CH:13][C:12]=1[C:17]#[C:18][C:19]1[CH:28]=[CH:27][C:26]2[C:21](=[CH:22][CH:23]=[CH:24][CH:25]=2)[N:20]=1)(=O)C.Cl, predict the reaction product. The product is: [N:20]1[C:21]2[C:26](=[CH:25][CH:24]=[CH:23][CH:22]=2)[CH:27]=[CH:28][C:19]=1[C:18]#[C:17][C:12]1[CH:13]=[CH:14][CH:15]=[CH:16][C:11]=1[OH:10]. (3) Given the reactants [Cl:1][C:2]1[C:7]([C:8]([O:10][CH2:11][CH3:12])=[O:9])=[C:6](Cl)[CH:5]=[C:4]([CH3:14])[N:3]=1.[CH3:15][C:16]([CH3:21])([CH3:20])[CH2:17][CH2:18][NH2:19], predict the reaction product. The product is: [Cl:1][C:2]1[C:7]([C:8]([O:10][CH2:11][CH3:12])=[O:9])=[C:6]([NH:19][CH2:18][CH2:17][C:16]([CH3:21])([CH3:20])[CH3:15])[CH:5]=[C:4]([CH3:14])[N:3]=1. (4) Given the reactants C1C([C:7]2[O:17][C:16]3[CH:15]=[C:14]([OH:18])[CH:13]=[C:12]([OH:19])[C:11]=3[C:9](=[O:10])[CH:8]=2)=CC=C(O)C=1.Cl.[C:22](Cl)(=[O:29])[C:23]1[CH:28]=[CH:27][CH:26]=[N:25][CH:24]=1, predict the reaction product. The product is: [C:22]([O:19][C:12]1[CH:13]=[C:14]([O:18][C:22](=[O:29])[C:23]2[CH:28]=[CH:27][CH:26]=[N:25][CH:24]=2)[CH:15]=[C:16]2[C:11]=1[C:9](=[O:10])[CH:8]=[CH:7][O:17]2)(=[O:29])[C:23]1[CH:28]=[CH:27][CH:26]=[N:25][CH:24]=1. (5) Given the reactants [ClH:1].[S:2]1[CH:6]=[CH:5][N:4]=[C:3]1[C:7]1([NH:11]S(C(C)(C)C)=O)[CH2:10][O:9][CH2:8]1, predict the reaction product. The product is: [ClH:1].[S:2]1[CH:6]=[CH:5][N:4]=[C:3]1[C:7]1([NH2:11])[CH2:10][O:9][CH2:8]1. (6) Given the reactants [CH3:1][N:2]([CH3:38])[CH:3]1[CH2:8][CH2:7][N:6]([CH2:9][C:10]2[S:18][C:17]3[C:16]([N:19]4[CH2:24][CH2:23][O:22][CH2:21][CH2:20]4)=[N:15][C:14]([Sn](CCCC)(CCCC)CCCC)=[N:13][C:12]=3[CH:11]=2)[CH2:5][CH2:4]1.Br[C:40]1[C:49]2[C:44](=[CH:45][CH:46]=[CH:47][CH:48]=2)[CH:43]=[N:42][C:41]=1[CH3:50], predict the reaction product. The product is: [CH3:38][N:2]([CH3:1])[CH:3]1[CH2:4][CH2:5][N:6]([CH2:9][C:10]2[S:18][C:17]3[C:16]([N:19]4[CH2:24][CH2:23][O:22][CH2:21][CH2:20]4)=[N:15][C:14]([C:40]4[C:49]5[C:44](=[CH:45][CH:46]=[CH:47][CH:48]=5)[CH:43]=[N:42][C:41]=4[CH3:50])=[N:13][C:12]=3[CH:11]=2)[CH2:7][CH2:8]1. (7) Given the reactants [CH3:1][N:2]1[CH2:8][CH2:7][CH:6]([OH:9])[C:5]2[CH:10]=[CH:11][O:12][C:4]=2[CH2:3]1.[Cl:13][C:14]1[CH:19]=[CH:18][CH:17]=[C:16]([F:20])[C:15]=1O, predict the reaction product. The product is: [ClH:13].[Cl:13][C:14]1[CH:19]=[CH:18][CH:17]=[C:16]([F:20])[C:15]=1[O:9][CH:6]1[CH2:7][CH2:8][N:2]([CH3:1])[CH2:3][C:4]2[O:12][CH:11]=[CH:10][C:5]1=2. (8) Given the reactants [CH2:1]([O:3][C:4]([C:6]1[O:10][C:9]([C:11]2[CH:16]=[CH:15][C:14]([C:17]([F:20])([F:19])[F:18])=[CH:13][CH:12]=2)=[N:8][C:7]=1[CH3:21])=[O:5])[CH3:2].ClCC1OC(CCC2C=CC(C(F)(F)F)=CC=2)=NC=1C.FC(F)(F)C1C=CC(C(N)=O)=CC=1.ClC(C(C)=O)C([O-])=O.[Br:63]N1C(=O)CCC1=O.N(C(C)(C)C#N)=NC(C)(C)C#N, predict the reaction product. The product is: [CH2:1]([O:3][C:4]([C:6]1[O:10][C:9]([C:11]2[CH:16]=[CH:15][C:14]([C:17]([F:19])([F:20])[F:18])=[CH:13][CH:12]=2)=[N:8][C:7]=1[CH2:21][Br:63])=[O:5])[CH3:2]. (9) Given the reactants [CH3:1][N:2]1[C:7](=[O:8])[C:6]([O:9][CH2:10][C:11]([OH:13])=O)=[CH:5][CH:4]=[N:3]1.CN(C(ON1N=NC2C=CC=CC1=2)=[N+](C)C)C.[B-](F)(F)(F)F.CCN(CC)CC.[OH:43][CH:44]1[CH2:49][CH2:48][NH:47][CH2:46][CH2:45]1, predict the reaction product. The product is: [OH:43][CH:44]1[CH2:49][CH2:48][N:47]([C:11](=[O:13])[CH2:10][O:9][C:6]2[C:7](=[O:8])[N:2]([CH3:1])[N:3]=[CH:4][CH:5]=2)[CH2:46][CH2:45]1. (10) Given the reactants [F:1][C:2]([F:17])([F:16])[C:3]1[CH:15]=[CH:14][CH:13]=[CH:12][C:4]=1[O:5][CH:6]1[CH2:11][CH2:10][NH:9][CH2:8][CH2:7]1.Br[C:19]1[S:20][C:21]([Br:24])=[CH:22][N:23]=1, predict the reaction product. The product is: [Br:24][C:21]1[S:20][C:19]([N:9]2[CH2:10][CH2:11][CH:6]([O:5][C:4]3[CH:12]=[CH:13][CH:14]=[CH:15][C:3]=3[C:2]([F:1])([F:16])[F:17])[CH2:7][CH2:8]2)=[N:23][CH:22]=1.